The task is: Predict the reaction yield, written as a fraction of the theoretical maximum amount of product (1.0 means a 100% yield; for example, 0.34 means a 34% yield).. This data is from Reaction yield outcomes from USPTO patents with 853,638 reactions. The reactants are [Br:1][C:2]1[CH:7]=[CH:6][C:5]([S:8](Cl)(=[O:10])=[O:9])=[CH:4][CH:3]=1.Cl.[F:13][C:14]1([F:19])[CH2:18][CH2:17][NH:16][CH2:15]1.CCN(C(C)C)C(C)C.Cl. The catalyst is C(Cl)Cl. The product is [Br:1][C:2]1[CH:7]=[CH:6][C:5]([S:8]([N:16]2[CH2:17][CH2:18][C:14]([F:19])([F:13])[CH2:15]2)(=[O:10])=[O:9])=[CH:4][CH:3]=1. The yield is 0.830.